Dataset: Full USPTO retrosynthesis dataset with 1.9M reactions from patents (1976-2016). Task: Predict the reactants needed to synthesize the given product. (1) Given the product [CH3:37][O:38][C:39](=[O:48])[C:40]1[CH:45]=[CH:44][C:43]([NH:46][C:9](=[O:8])[CH:10]([C:17]2[N:18]([C:25]3[CH:26]=[CH:27][C:28]([Cl:31])=[CH:29][CH:30]=3)[N:19]=[C:20]3[CH2:24][CH2:23][CH2:22][C:21]=23)[CH:11]2[CH2:16][CH2:15][CH2:14][CH2:13][CH2:12]2)=[C:42]([F:47])[CH:41]=1, predict the reactants needed to synthesize it. The reactants are: FC1C([O:8][C:9](=O)[CH:10]([C:17]2[N:18]([C:25]3[CH:30]=[CH:29][C:28]([Cl:31])=[CH:27][CH:26]=3)[N:19]=[C:20]3[CH2:24][CH2:23][CH2:22][C:21]=23)[CH:11]2[CH2:16][CH2:15][CH2:14][CH2:13][CH2:12]2)=C(F)C(F)=C(F)C=1F.[CH3:37][O:38][C:39](=[O:48])[C:40]1[CH:45]=[CH:44][C:43]([NH2:46])=[C:42]([F:47])[CH:41]=1. (2) The reactants are: [CH2:1]([C@H:3]1[N:12]([C:13](=[O:22])[C:14]2[CH:19]=[CH:18][C:17]([O:20][CH3:21])=[CH:16][CH:15]=2)[C:11]2[C:6](=[CH:7][CH:8]=[C:9]([F:23])[CH:10]=2)[NH:5][C:4]1=[O:24])[CH3:2].C(=O)([O-])[O-].[Cs+].[Cs+].C(=O)([O-])[O-].[K+].[K+].I[CH2:38][CH:39]([CH3:41])[CH3:40]. Given the product [CH2:1]([C@H:3]1[N:12]([C:13](=[O:22])[C:14]2[CH:19]=[CH:18][C:17]([O:20][CH3:21])=[CH:16][CH:15]=2)[C:11]2[C:6](=[CH:7][CH:8]=[C:9]([F:23])[CH:10]=2)[N:5]([CH2:38][CH:39]([CH3:41])[CH3:40])[C:4]1=[O:24])[CH3:2], predict the reactants needed to synthesize it. (3) Given the product [BrH:34].[C:27]1([C:26]2[C:25]3[C:20](=[CH:21][CH:22]=[CH:23][CH:24]=3)[C:19](=[O:33])[NH:18][C:17]=2[CH:14]2[CH2:15][CH2:16][NH:11][CH2:12][CH2:13]2)[CH:28]=[CH:29][CH:30]=[CH:31][CH:32]=1, predict the reactants needed to synthesize it. The reactants are: C(OC([N:11]1[CH2:16][CH2:15][CH:14]([C:17]2[NH:18][C:19](=[O:33])[C:20]3[C:25]([C:26]=2[C:27]2[CH:32]=[CH:31][CH:30]=[CH:29][CH:28]=2)=[CH:24][CH:23]=[CH:22][CH:21]=3)[CH2:13][CH2:12]1)=O)C1C=CC=CC=1.[BrH:34]. (4) Given the product [ClH:34].[C:1]([C:4]1[CH:5]=[C:6]([C:10]2[N:11]=[CH:12][N:13]([C:15]([N:17]([CH:19]3[CH2:20][CH2:21][N:22]([CH2:25][C:26]4[CH:31]=[CH:30][CH:29]=[CH:28][C:27]=4[O:32][CH3:33])[CH2:23][CH2:24]3)[CH3:18])=[O:16])[CH:14]=2)[CH:7]=[CH:8][CH:9]=1)(=[O:3])[NH2:2], predict the reactants needed to synthesize it. The reactants are: [C:1]([C:4]1[CH:5]=[C:6]([C:10]2[N:11]=[CH:12][N:13]([C:15]([N:17]([CH:19]3[CH2:24][CH2:23][N:22]([CH2:25][C:26]4[CH:31]=[CH:30][CH:29]=[CH:28][C:27]=4[O:32][CH3:33])[CH2:21][CH2:20]3)[CH3:18])=[O:16])[CH:14]=2)[CH:7]=[CH:8][CH:9]=1)(=[O:3])[NH2:2].[ClH:34].C(OCC)C. (5) Given the product [NH2:2][C:1]1[C:3]2[N:7]3[C@@H:8]([CH3:15])[CH2:9][N:10]([CH2:13][CH3:14])[C:11](=[O:12])[C:6]3=[C:5]([O:16][CH3:17])[C:4]=2[C:18](=[O:20])[NH:24][N:23]=1, predict the reactants needed to synthesize it. The reactants are: [C:1]([C:3]1[N:7]2[C@@H:8]([CH3:15])[CH2:9][N:10]([CH2:13][CH3:14])[C:11](=[O:12])[C:6]2=[C:5]([O:16][CH3:17])[C:4]=1[C:18]([O:20]CC)=O)#[N:2].[NH2:23][NH2:24]. (6) Given the product [Cl:3][C:4]1[CH:11]=[C:10]([O:12][CH3:13])[CH:9]=[CH:8][C:5]=1[CH:6]=[O:7], predict the reactants needed to synthesize it. The reactants are: [H-].[Na+].[Cl:3][C:4]1[CH:11]=[C:10]([OH:12])[CH:9]=[CH:8][C:5]=1[CH:6]=[O:7].[CH3:13]I.O. (7) Given the product [Br:9][C:6]1[C:7]([CH3:8])=[C:2]([C:10]#[N:11])[CH:3]=[N:4][CH:5]=1, predict the reactants needed to synthesize it. The reactants are: Br[C:2]1[CH:3]=[N:4][CH:5]=[C:6]([Br:9])[C:7]=1[CH3:8].[C:10]([Cu])#[N:11].CCOC(C)=O. (8) Given the product [C:21]1([C:29]2[CH:30]=[CH:31][CH:32]=[CH:33][CH:34]=2)[CH:26]=[CH:25][CH:24]=[C:23]([CH2:27][N:1]2[CH:2]([C:11]3[C:12]([O:19][CH3:20])=[CH:13][CH:14]=[CH:15][C:16]=3[O:17][CH3:18])[CH2:3][CH:4]([CH3:10])[C:5]2=[O:7])[CH:22]=1, predict the reactants needed to synthesize it. The reactants are: [NH2:1][CH:2]([C:11]1[C:16]([O:17][CH3:18])=[CH:15][CH:14]=[CH:13][C:12]=1[O:19][CH3:20])[CH2:3][CH:4]([CH3:10])[C:5]([O:7]CC)=O.[C:21]1([C:29]2[CH:34]=[CH:33][CH:32]=[CH:31][CH:30]=2)[CH:26]=[CH:25][CH:24]=[C:23]([CH:27]=O)[CH:22]=1. (9) Given the product [OH:3][C@@H:2]([CH2:4][CH:5]([CH3:7])[CH3:6])[C:1]([O:9][CH3:11])=[O:8], predict the reactants needed to synthesize it. The reactants are: [C:1]([OH:9])(=[O:8])[C@H:2]([CH2:4][CH:5]([CH3:7])[CH3:6])[OH:3].Cl.[CH3:11]O.